Dataset: Full USPTO retrosynthesis dataset with 1.9M reactions from patents (1976-2016). Task: Predict the reactants needed to synthesize the given product. (1) Given the product [CH3:1][N:2]1[C:6]([CH3:7])=[CH:5][C:4]([NH:8][C:9]2[N:14]=[C:13]([NH:15][CH:16]3[CH2:21][CH2:20][N:19]([C:25]4[N:30]=[N:29][C:28]([C:31]#[N:32])=[CH:27][CH:26]=4)[CH2:18][CH:17]3[CH2:22][CH3:23])[CH:12]=[CH:11][N:10]=2)=[N:3]1, predict the reactants needed to synthesize it. The reactants are: [CH3:1][N:2]1[C:6]([CH3:7])=[CH:5][C:4]([NH:8][C:9]2[N:14]=[C:13]([NH:15][CH:16]3[CH2:21][CH2:20][NH:19][CH2:18][CH:17]3[CH2:22][CH3:23])[CH:12]=[CH:11][N:10]=2)=[N:3]1.Cl[C:25]1[N:30]=[N:29][C:28]([C:31]#[N:32])=[CH:27][CH:26]=1.C(N(CC)CC)C. (2) Given the product [Cl:22][C:14]1[C:8]2[NH:7][CH2:6][CH2:5][C@@H:4]3[CH2:3][N:2]([C:15]([O:17][C:18]([CH3:21])([CH3:20])[CH3:19])=[O:16])[CH2:1][C@H:10]3[C:9]=2[CH:11]=[CH:12][CH:13]=1, predict the reactants needed to synthesize it. The reactants are: [CH2:1]1[C@@H:10]2[C@H:4]([CH2:5][CH2:6][NH:7][C:8]3[CH:14]=[CH:13][CH:12]=[CH:11][C:9]=32)[CH2:3][N:2]1[C:15]([O:17][C:18]([CH3:21])([CH3:20])[CH3:19])=[O:16].[Cl:22]N1C(=O)CCC1=O.